The task is: Predict which catalyst facilitates the given reaction.. This data is from Catalyst prediction with 721,799 reactions and 888 catalyst types from USPTO. (1) Reactant: [F:1][C:2]([C:12]([F:15])([F:14])[F:13])([C:8]([F:11])([F:10])[F:9])[CH2:3][CH:4](I)[CH2:5]O.Cl. Product: [F:1][C:2]([C:12]([F:13])([F:14])[F:15])([C:8]([F:9])([F:10])[F:11])[CH2:3][CH:4]=[CH2:5]. The catalyst class is: 763. (2) Reactant: [C:1]([C:4]1[CH:11]=[CH:10][C:7]([C:8]#[N:9])=[CH:6][CH:5]=1)(=[O:3])[CH3:2].[CH2:12](O)[CH2:13][OH:14].B(F)(F)F.CCOCC. Product: [CH3:2][C:1]1([C:4]2[CH:11]=[CH:10][C:7]([C:8]#[N:9])=[CH:6][CH:5]=2)[O:14][CH2:13][CH2:12][O:3]1. The catalyst class is: 48.